Dataset: Forward reaction prediction with 1.9M reactions from USPTO patents (1976-2016). Task: Predict the product of the given reaction. (1) Given the reactants [NH2:1][C:2]1[N:3]=[C:4]([CH3:21])[C:5]2[C:11](=S)[NH:10][C@@H:9]([C:13]3[CH:18]=[CH:17][C:16]([F:19])=[CH:15][C:14]=3[Br:20])[CH2:8][C:6]=2[N:7]=1.[CH3:22][C:23]1([CH3:32])[O:27][C@@H:26]([CH2:28][CH2:29][O:30][NH2:31])[CH2:25][O:24]1, predict the reaction product. The product is: [CH3:22][C:23]1([CH3:32])[O:27][C@@H:26]([CH2:28][CH2:29][O:30]/[N:31]=[C:11]2\[NH:10][C@@H:9]([C:13]3[CH:18]=[CH:17][C:16]([F:19])=[CH:15][C:14]=3[Br:20])[CH2:8][C:6]3[N:7]=[C:2]([NH2:1])[N:3]=[C:4]([CH3:21])[C:5]\2=3)[CH2:25][O:24]1. (2) The product is: [F:16][C:5]1[C:6]([NH:26][CH2:25][CH2:24][O:23][CH3:22])=[N:7][C:2]([NH2:1])=[N:3][C:4]=1[C:17]1[O:18][CH:19]=[CH:20][CH:21]=1. Given the reactants [NH2:1][C:2]1[N:7]=[C:6](OS(C(F)(F)F)(=O)=O)[C:5]([F:16])=[C:4]([C:17]2[O:18][CH:19]=[CH:20][CH:21]=2)[N:3]=1.[CH3:22][O:23][CH2:24][CH2:25][NH2:26], predict the reaction product.